This data is from Forward reaction prediction with 1.9M reactions from USPTO patents (1976-2016). The task is: Predict the product of the given reaction. (1) The product is: [CH3:20][S:17]([C:14]1[CH:15]=[CH:16][C:11]([O:10][C:6]2[C:5]3[N:4]([N:3]=[C:2]([NH:34][C:32]4[CH:31]=[N:30][N:29]([CH2:28][CH2:27][N:22]5[CH2:26][CH2:25][CH2:24][CH2:23]5)[CH:33]=4)[N:21]=3)[CH:9]=[CH:8][CH:7]=2)=[CH:12][CH:13]=1)(=[O:19])=[O:18].[ClH:1].[CH3:20][S:17]([C:14]1[CH:15]=[CH:16][C:11]([C:6]2[C:5]3[N:4]([N:3]=[C:2]([NH:34][C:32]4[CH:31]=[N:30][N:29]([CH2:28][CH2:27][N:22]5[CH2:26][CH2:25][CH2:24][CH2:23]5)[CH:33]=4)[N:21]=3)[CH:9]=[CH:8][CH:7]=2)=[CH:12][CH:13]=1)(=[O:19])=[O:18]. Given the reactants [Cl:1][C:2]1[N:21]=[C:5]2[C:6]([O:10][C:11]3[CH:16]=[CH:15][C:14]([S:17]([CH3:20])(=[O:19])=[O:18])=[CH:13][CH:12]=3)=[CH:7][CH:8]=[CH:9][N:4]2[N:3]=1.[N:22]1([CH2:27][CH2:28][N:29]2[CH:33]=[C:32]([NH2:34])[CH:31]=[N:30]2)[CH2:26][CH2:25][CH2:24][CH2:23]1.Cl, predict the reaction product. (2) The product is: [ClH:1].[Cl:1][C:2]1[C:11]([C:12]2[CH:17]=[CH:16][CH:15]=[CH:14][N:13]=2)=[CH:10][C:9]2[N:8]([CH2:18][C:19]([F:21])([F:22])[F:20])[C:7](=[O:23])[C:6]3[CH:24]=[N:25][NH:26][C:5]=3[C:4]=2[CH:3]=1. Given the reactants [Cl:1][C:2]1[C:11]([C:12]2[CH:17]=[CH:16][CH:15]=[CH:14][N:13]=2)=[CH:10][C:9]2[N:8]([CH2:18][C:19]([F:22])([F:21])[F:20])[C:7](=[O:23])[C:6]3[CH:24]=[N:25][NH:26][C:5]=3[C:4]=2[CH:3]=1.Cl.O1CCOCC1, predict the reaction product. (3) Given the reactants CCCC[N+](CC[CH2:16][CH3:17])(CCCC)CCCC.[F-].[CH2:19]1[CH2:23][O:22][CH2:21][CH2:20]1.C1[CH2:28][O:27][CH2:26]C1, predict the reaction product. The product is: [C:16]([C:19]1[CH:20]=[C:21]([CH2:26][O:27][CH3:28])[O:22][CH:23]=1)#[CH:17]. (4) Given the reactants [CH3:1][O:2][C:3]1[CH:8]=[CH:7][C:6]([O:9][CH3:10])=[CH:5][C:4]=1[S:11][C:12]1[CH:19]=[CH:18][C:15]([C:16]#[N:17])=[C:14]([NH:20][CH:21]2[CH2:26][CH2:25][CH:24]([OH:27])[CH2:23][CH2:22]2)[CH:13]=1.CS(C)=[O:30].CCO, predict the reaction product. The product is: [CH3:1][O:2][C:3]1[CH:8]=[CH:7][C:6]([O:9][CH3:10])=[CH:5][C:4]=1[S:11][C:12]1[CH:19]=[CH:18][C:15]([C:16]([NH2:17])=[O:30])=[C:14]([NH:20][CH:21]2[CH2:26][CH2:25][CH:24]([OH:27])[CH2:23][CH2:22]2)[CH:13]=1. (5) Given the reactants [CH:1]([C:4]1[O:5][CH:6]=[C:7]([C:9]2[CH:14]=[CH:13][CH:12]=[C:11]([N+:15]([O-])=O)[CH:10]=2)[N:8]=1)([CH3:3])[CH3:2].[Cl-].[NH4+], predict the reaction product. The product is: [CH:1]([C:4]1[O:5][CH:6]=[C:7]([C:9]2[CH:10]=[C:11]([CH:12]=[CH:13][CH:14]=2)[NH2:15])[N:8]=1)([CH3:3])[CH3:2].